Dataset: P-glycoprotein inhibition data for predicting drug efflux from Broccatelli et al.. Task: Regression/Classification. Given a drug SMILES string, predict its absorption, distribution, metabolism, or excretion properties. Task type varies by dataset: regression for continuous measurements (e.g., permeability, clearance, half-life) or binary classification for categorical outcomes (e.g., BBB penetration, CYP inhibition). Dataset: pgp_broccatelli. (1) The drug is C/C=C(C(=C\C)\c1ccc(O)cc1)/c1ccc(O)cc1. The result is 0 (non-inhibitor). (2) The molecule is COc1ccccc1N1CCN(C[C@H](O)COc2ccccc2C(=O)CCc2ccccc2)CC1. The result is 1 (inhibitor). (3) The drug is COc1cc(S(C)=O)ccc1-c1nc2ncccc2[nH]1. The result is 0 (non-inhibitor). (4) The molecule is CC(C)(C)NC[C@@H](O)c1cc(Cl)c(N)c(Cl)c1. The result is 0 (non-inhibitor). (5) The drug is CC(=O)OCC1=C(C(=O)O)N2C(=O)[C@H](NC(=O)Cc3cccs3)[C@@H]2SC1. The result is 0 (non-inhibitor). (6) The molecule is N#Cc1c2n(c3c(N4CCN(CCc5cccc(Cl)c5)CC4)ncnc13)CCCC2. The result is 1 (inhibitor).